This data is from Forward reaction prediction with 1.9M reactions from USPTO patents (1976-2016). The task is: Predict the product of the given reaction. The product is: [CH:36]([CH:35]1[CH2:34][CH2:33][CH:32]([CH3:39])[CH2:31][CH:30]1[O:29][P:28]1[O:18][C:11]2[CH:12]=[C:13]([CH3:17])[C:14]([CH3:16])=[CH:15][C:10]=2[C:5]2[CH:6]=[C:7]([CH3:9])[CH:8]=[C:3]([O:2][CH3:1])[C:4]=2[O:19]1)([CH3:38])[CH3:37]. Given the reactants [CH3:1][O:2][C:3]1[CH:8]=[C:7]([CH3:9])[CH:6]=[C:5]([C:10]2[C:11]([OH:18])=[CH:12][C:13]([CH3:17])=[C:14]([CH3:16])[CH:15]=2)[C:4]=1[OH:19].C(N(CC)CC)C.Cl[P:28](Cl)[O:29][CH:30]1[CH:35]([CH:36]([CH3:38])[CH3:37])[CH2:34][CH2:33][CH:32]([CH3:39])[CH2:31]1, predict the reaction product.